Task: Regression. Given a peptide amino acid sequence and an MHC pseudo amino acid sequence, predict their binding affinity value. This is MHC class I binding data.. Dataset: Peptide-MHC class I binding affinity with 185,985 pairs from IEDB/IMGT (1) The peptide sequence is GTEEIRSLF. The MHC is HLA-B08:01 with pseudo-sequence HLA-B08:01. The binding affinity (normalized) is 0.0847. (2) The peptide sequence is VPAWLPLGI. The MHC is HLA-B40:01 with pseudo-sequence HLA-B40:01. The binding affinity (normalized) is 0.0847. (3) The peptide sequence is FPFKYAAAF. The MHC is HLA-A68:02 with pseudo-sequence HLA-A68:02. The binding affinity (normalized) is 0.0522. (4) The peptide sequence is VIGVGMGLY. The MHC is HLA-B57:01 with pseudo-sequence HLA-B57:01. The binding affinity (normalized) is 0.0847. (5) The peptide sequence is GPQFPFTGV. The MHC is HLA-B51:01 with pseudo-sequence HLA-B51:01. The binding affinity (normalized) is 0.204. (6) The peptide sequence is TGIVSSMHY. The MHC is HLA-B57:01 with pseudo-sequence HLA-B57:01. The binding affinity (normalized) is 0.0847.